Dataset: Full USPTO retrosynthesis dataset with 1.9M reactions from patents (1976-2016). Task: Predict the reactants needed to synthesize the given product. (1) Given the product [CH3:17][O:18][C:19](=[O:28])[CH:20]([N:12]1[C:11](=[O:14])[CH:10]=[CH:9][C:8]([O:1][C:2]2[CH:3]=[CH:4][CH:5]=[CH:6][CH:7]=2)=[N:13]1)[CH2:21][CH:22]1[CH2:23][CH2:24][CH2:25][CH2:26]1, predict the reactants needed to synthesize it. The reactants are: [O:1]([C:8]1[CH:9]=[CH:10][C:11](=[O:14])[NH:12][N:13]=1)[C:2]1[CH:7]=[CH:6][CH:5]=[CH:4][CH:3]=1.[H-].[Na+].[CH3:17][O:18][C:19](=[O:28])[CH:20](Br)[CH2:21][CH:22]1[CH2:26][CH2:25][CH2:24][CH2:23]1.O. (2) The reactants are: C([O:8][C:9]1[N:10]=[N:11][C:12]([C:23]#[C:24][C:25]2[CH:30]=[CH:29][CH:28]=[C:27]([C:31]([F:34])([F:33])[F:32])[CH:26]=2)=[CH:13][C:14]=1[O:15]CC1C=CC=CC=1)C1C=CC=CC=1. Given the product [OH:15][C:14]1[C:9](=[O:8])[NH:10][N:11]=[C:12]([CH2:23][CH2:24][C:25]2[CH:30]=[CH:29][CH:28]=[C:27]([C:31]([F:33])([F:32])[F:34])[CH:26]=2)[CH:13]=1, predict the reactants needed to synthesize it. (3) Given the product [CH3:1][C:2]1[O:6][C:5]([C:7]([NH:9][C:10]([C:13]2[N:19]([CH3:20])[C:17](=[O:18])[C:16]([OH:21])=[C:15]([C:22]([NH:24][CH2:25][C:26]3[CH:27]=[CH:28][C:29]([F:32])=[CH:30][CH:31]=3)=[O:23])[N:14]=2)([CH3:12])[CH3:11])=[O:8])=[N:4][N:3]=1.[Ca:37], predict the reactants needed to synthesize it. The reactants are: [CH3:1][C:2]1[O:6][C:5]([C:7]([NH:9][C:10]([C:13]2[N:19]([CH3:20])[C:17](=[O:18])[C:16]([OH:21])=[C:15]([C:22]([NH:24][CH2:25][C:26]3[CH:27]=[CH:28][C:29]([F:32])=[CH:30][CH:31]=3)=[O:23])[N:14]=2)([CH3:12])[CH3:11])=[O:8])=[N:4][N:3]=1.C([O-])(=O)C.[Ca+2:37].C([O-])(=O)C.CCCCCCC. (4) Given the product [CH2:7]([P:9]([CH2:16][CH:17]([CH3:18])[CH2:19][NH2:20])(=[O:15])[O:10][CH2:11][CH2:12][CH2:13][CH3:14])[CH3:8], predict the reactants needed to synthesize it. The reactants are: [H-].[Al+3].[Li+].[H-].[H-].[H-].[CH2:7]([P:9]([CH2:16][CH:17]([C:19]#[N:20])[CH3:18])(=[O:15])[O:10][CH2:11][CH2:12][CH2:13][CH3:14])[CH3:8].O. (5) Given the product [Cl:1][C:2]1[C:7]([C:8]2[CH:13]=[CH:12][CH:11]=[CH:10][CH:9]=2)=[N:6][N:5]=[C:4]2[N:14]([CH2:23][C:24]([N:40]3[CH2:30][CH2:29][N:52]([CH3:53])[CH2:50][CH2:49]3)=[O:25])[N:15]=[C:16]([C:17]3[CH:18]=[CH:19][CH:20]=[CH:21][CH:22]=3)[C:3]=12, predict the reactants needed to synthesize it. The reactants are: [Cl:1][C:2]1[C:7]([C:8]2[CH:13]=[CH:12][CH:11]=[CH:10][CH:9]=2)=[N:6][N:5]=[C:4]2[N:14]([CH2:23][C:24](O)=[O:25])[N:15]=[C:16]([C:17]3[CH:22]=[CH:21][CH:20]=[CH:19][CH:18]=3)[C:3]=12.ClC1C(C2C=CC=CC=2)=NN=[C:30]2[N:40]([CH2:49][C:50]([NH:52][CH3:53])=O)N=C(C3C=CC=CC=3)[C:29]=12.CN1CCNCC1.